Dataset: Experimental lipophilicity measurements (octanol/water distribution) for 4,200 compounds from AstraZeneca. Task: Regression/Classification. Given a drug SMILES string, predict its absorption, distribution, metabolism, or excretion properties. Task type varies by dataset: regression for continuous measurements (e.g., permeability, clearance, half-life) or binary classification for categorical outcomes (e.g., BBB penetration, CYP inhibition). For this dataset (lipophilicity_astrazeneca), we predict Y. (1) The drug is Cc1cccc(-c2nc3cc(Cl)ccc3[nH]2)n1. The Y is 4.10 logD. (2) The compound is Cc1ccc(-c2ccc(N)nn2)cc1NC(=O)c1ccc(OCc2ccccn2)cc1. The Y is 2.47 logD.